Dataset: Retrosynthesis with 50K atom-mapped reactions and 10 reaction types from USPTO. Task: Predict the reactants needed to synthesize the given product. (1) The reactants are: COc1cc(C=O)ccc1O.N#Cc1ccc(F)c2ccccc12. Given the product COc1cc(C=O)ccc1Oc1ccc(C#N)c2ccccc12, predict the reactants needed to synthesize it. (2) Given the product N#Cc1cc(Br)cc(Oc2c(Cl)ccc(CN)c2F)c1, predict the reactants needed to synthesize it. The reactants are: N#Cc1cc(Br)cc(Oc2c(Cl)ccc(CN=[N+]=[N-])c2F)c1. (3) Given the product COc1ccc(Cn2cc3c(N)c(C(=O)O)c(Cl)nc3n2)cc1, predict the reactants needed to synthesize it. The reactants are: CCOC(=O)c1c(Cl)nc2nn(Cc3ccc(OC)cc3)cc2c1N. (4) Given the product FC(F)(F)c1c(O[C@H]2CC[C@@H](C(F)(F)F)CC2)ccc2cc(CN3CCC(c4nn[nH]n4)CC3)ccc12, predict the reactants needed to synthesize it. The reactants are: C1CC(c2nn[nH]n2)CCN1.O=Cc1ccc2c(C(F)(F)F)c(OC3CCC(C(F)(F)F)CC3)ccc2c1.